From a dataset of Full USPTO retrosynthesis dataset with 1.9M reactions from patents (1976-2016). Predict the reactants needed to synthesize the given product. (1) The reactants are: [C:1]1([CH:8]=[CH:7][CH:6]=[C:4]([OH:5])[CH:3]=1)O.C(OC[CH2:13][CH2:14][NH2:15])=C.C=O.C1(C)C=CC=CC=1. Given the product [O:5]1[C:4]2[CH:3]=[CH:1][CH:8]=[CH:7][C:6]=2[CH:13]=[CH:14][NH:15]1, predict the reactants needed to synthesize it. (2) Given the product [F:1][C:2]1[CH:3]=[CH:4][C:5]([OH:31])=[C:6]2[C:7]=1[CH:11]([NH:12][C:13]1[CH:21]=[C:20]([F:22])[CH:19]=[C:18]3[C:14]=1[CH2:15][NH:16][C:17]3=[O:23])[C:10]([OH:28])([C:24]([F:27])([F:26])[F:25])[CH2:9][C:8]2([CH3:30])[CH3:29], predict the reactants needed to synthesize it. The reactants are: [F:1][C:2]1[CH:3]=[CH:4][C:5]([O:31]C)=[C:6]([C:8]([CH3:30])([CH3:29])[CH2:9][C:10]([OH:28])([C:24]([F:27])([F:26])[F:25])[CH:11]=[N:12][C:13]2[CH:21]=[C:20]([F:22])[CH:19]=[C:18]3[C:14]=2[CH2:15][NH:16][C:17]3=[O:23])[CH:7]=1.B(Br)(Br)Br.CO.ClCCl. (3) Given the product [Cl:1][C:2]1[CH:3]=[C:4]2[CH:10]=[CH:9][NH:8][C:5]2=[N:6][CH:7]=1, predict the reactants needed to synthesize it. The reactants are: [Cl:1][C:2]1[CH:3]=[C:4]2[CH:10]=[C:9]([Si](CC)(CC)CC)[NH:8][C:5]2=[N:6][CH:7]=1.CCCC[N+](CCCC)(CCCC)CCCC.[F-]. (4) Given the product [F:16][C:15]1[C:7]2[CH:6]([CH2:5][C:4]([O:3][CH2:1][CH3:2])=[O:18])[O:10][B:9]([OH:11])[C:8]=2[CH:12]=[C:13]([O:17][CH3:19])[CH:14]=1, predict the reactants needed to synthesize it. The reactants are: [CH2:1]([O:3][C:4](=[O:18])[CH2:5][CH:6]1[O:10][B:9]([OH:11])[C:8]2[CH:12]=[C:13]([OH:17])[CH:14]=[C:15]([F:16])[C:7]1=2)[CH3:2].[C:19](=O)([O-])[O-].[K+].[K+].IC. (5) Given the product [CH3:17][C@@H:13]1[CH2:14][CH2:15][CH2:16][N:12]1[CH2:11][C@@H:9]1[CH2:10][C@H:8]1[C:5]1[CH:6]=[CH:7][C:2]([C:23]2[CH:24]=[CH:25][C:20]([C:18]#[N:19])=[CH:21][CH:22]=2)=[CH:3][CH:4]=1, predict the reactants needed to synthesize it. The reactants are: Br[C:2]1[CH:7]=[CH:6][C:5]([C@@H:8]2[CH2:10][C@H:9]2[CH2:11][N:12]2[CH2:16][CH2:15][CH2:14][C@H:13]2[CH3:17])=[CH:4][CH:3]=1.[C:18]([C:20]1[CH:25]=[CH:24][C:23](B(O)O)=[CH:22][CH:21]=1)#[N:19].C(=O)([O-])[O-].[K+].[K+]. (6) Given the product [C:2]([C:4]1[CH:5]=[C:6]([CH:11]=[C:12]([O:14][CH2:15][CH2:16][CH3:17])[CH:13]=1)[C:7]([O:9][CH3:10])=[O:8])#[N:1], predict the reactants needed to synthesize it. The reactants are: [NH2:1][C:2]([C:4]1[CH:5]=[C:6]([CH:11]=[C:12]([O:14][CH2:15][CH2:16][CH3:17])[CH:13]=1)[C:7]([O:9][CH3:10])=[O:8])=O.N1C=CC=CC=1.FC(F)(F)C(OC(=O)C(F)(F)F)=O. (7) Given the product [C:35]([O:34][C:32]([N:29]1[CH2:30][CH2:31][CH:26]([NH:25][C:9]([C:5]2[C:4]([N+:1]([O-:3])=[O:2])=[CH:8][NH:7][N:6]=2)=[O:11])[CH2:27][CH2:28]1)=[O:33])([CH3:38])([CH3:36])[CH3:37], predict the reactants needed to synthesize it. The reactants are: [N+:1]([C:4]1[C:5]([C:9]([OH:11])=O)=[N:6][NH:7][CH:8]=1)([O-:3])=[O:2].C(Cl)(=O)C(Cl)=O.C(N(CC)CC)C.[NH2:25][CH:26]1[CH2:31][CH2:30][N:29]([C:32]([O:34][C:35]([CH3:38])([CH3:37])[CH3:36])=[O:33])[CH2:28][CH2:27]1. (8) Given the product [N:1]1[C:10]2[C:5](=[CH:6][N:7]=[CH:8][C:9]=2[CH:11]=[O:18])[CH:4]=[CH:3][CH:2]=1, predict the reactants needed to synthesize it. The reactants are: [N:1]1[C:10]2[C:5](=[CH:6][N:7]=[CH:8][C:9]=2/[CH:11]=C\C(OCC)=O)[CH:4]=[CH:3][CH:2]=1.[O:18]=[O+][O-]. (9) Given the product [C:24]([O:16][CH2:15][C:12]1[CH:13]=[CH:14][C:9]([O:8][C:6]2[CH:5]=[CH:4][CH:3]=[C:2]([F:1])[N:7]=2)=[C:10]([OH:17])[CH:11]=1)(=[O:26])[CH3:25], predict the reactants needed to synthesize it. The reactants are: [F:1][C:2]1[N:7]=[C:6]([O:8][C:9]2[CH:14]=[CH:13][C:12]([CH2:15][OH:16])=[CH:11][C:10]=2[OH:17])[CH:5]=[CH:4][CH:3]=1.C([O-])([O-])=O.[K+].[K+].[C:24](OC(=O)C)(=[O:26])[CH3:25]. (10) Given the product [CH:21]([C:17]1[N:16]([C:15]2[CH:14]=[CH:13][C:9]([C:10]#[N:12])=[CH:8][C:7]=2[CH3:6])[CH:20]=[CH:19][CH:18]=1)=[O:22], predict the reactants needed to synthesize it. The reactants are: O=P(Cl)(Cl)Cl.[CH3:6][C:7]1[CH:8]=[C:9]([CH:13]=[CH:14][C:15]=1[N:16]1[CH:20]=[CH:19][CH:18]=[CH:17]1)[C:10]([NH2:12])=O.[C:21]([O-])([O-])=[O:22].[Na+].[Na+].